This data is from Forward reaction prediction with 1.9M reactions from USPTO patents (1976-2016). The task is: Predict the product of the given reaction. (1) Given the reactants C(O[C:20]1[CH:25]=[C:24]([CH2:26][CH2:27][S:28]C#N)[CH:23]=[C:22]([O:31][CH2:32][CH2:33][CH2:34][CH2:35][CH2:36][CH2:37][CH2:38][CH2:39][CH2:40][CH2:41][CH2:42][CH2:43][CH2:44][CH2:45][CH2:46][CH2:47][CH2:48][CH3:49])[CH:21]=1)CCCCCCCCCCCCCCCCC.[H-].[H-].[H-].[H-].[Li+].[Al+3], predict the reaction product. The product is: [CH2:32]([O:31][C:22]1([O:31][CH2:32][CH2:33][CH2:34][CH2:35][CH2:36][CH2:37][CH2:38][CH2:39][CH2:40][CH2:41][CH2:42][CH2:43][CH2:44][CH2:45][CH2:46][CH2:47][CH2:48][CH3:49])[CH:21]=[CH:20][CH:25]=[C:24]([CH2:26][CH2:27][SH:28])[CH2:23]1)[CH2:33][CH2:34][CH2:35][CH2:36][CH2:37][CH2:38][CH2:39][CH2:40][CH2:41][CH2:42][CH2:43][CH2:44][CH2:45][CH2:46][CH2:47][CH2:48][CH3:49]. (2) The product is: [CH:11]([C:5]1[NH:6][C:2]([CH3:1])=[CH:3][C:4]=1[CH2:7][C:8]([OH:10])=[O:9])=[O:12]. Given the reactants [CH3:1][C:2]1[NH:6][CH:5]=[C:4]([CH2:7][C:8]([OH:10])=[O:9])[CH:3]=1.[CH:11](OCC)(OCC)[O:12]CC.O, predict the reaction product. (3) Given the reactants C([O:3][C:4](=[O:35])[C:5]([S:24]([C:27]1[CH:32]=[CH:31][C:30]([O:33][CH3:34])=[CH:29][CH:28]=1)(=[O:26])=[O:25])([CH2:15][CH2:16][CH2:17][C:18]1[CH:23]=[CH:22][CH:21]=[CH:20][CH:19]=1)[CH2:6][CH2:7][CH2:8][C:9]1[CH:14]=[CH:13][CH:12]=[CH:11][CH:10]=1)C, predict the reaction product. The product is: [CH3:34][O:33][C:30]1[CH:29]=[CH:28][C:27]([S:24]([C:5]([CH2:6][CH2:7][CH2:8][C:9]2[CH:10]=[CH:11][CH:12]=[CH:13][CH:14]=2)([CH2:15][CH2:16][CH2:17][C:18]2[CH:19]=[CH:20][CH:21]=[CH:22][CH:23]=2)[C:4]([OH:35])=[O:3])(=[O:25])=[O:26])=[CH:32][CH:31]=1. (4) Given the reactants [C:1](OC(=O)C)(=[O:3])C.C(O)=O.[O:11]=[C:12]1[N:18]([CH:19]2[CH2:24][CH2:23][N:22]([C:25]([O:27][C@H:28]([CH2:43][C:44]3[CH:49]=[C:48]([CH3:50])[C:47]([OH:51])=[C:46]([CH3:52])[CH:45]=3)[C:29](=[O:42])[N:30]3[CH2:35][CH2:34][N:33]([CH:36]4[CH2:41][CH2:40][O:39][CH2:38][CH2:37]4)[CH2:32][CH2:31]3)=[O:26])[CH2:21][CH2:20]2)[CH2:17][CH2:16][C:15]2[CH:53]=[CH:54][CH:55]=[CH:56][C:14]=2[NH:13]1, predict the reaction product. The product is: [O:11]=[C:12]1[N:18]([CH:19]2[CH2:24][CH2:23][N:22]([C:25]([O:27][C@H:28]([CH2:43][C:44]3[CH:49]=[C:48]([CH3:50])[C:47]([O:51][CH:1]=[O:3])=[C:46]([CH3:52])[CH:45]=3)[C:29](=[O:42])[N:30]3[CH2:31][CH2:32][N:33]([CH:36]4[CH2:41][CH2:40][O:39][CH2:38][CH2:37]4)[CH2:34][CH2:35]3)=[O:26])[CH2:21][CH2:20]2)[CH2:17][CH2:16][C:15]2[CH:53]=[CH:54][CH:55]=[CH:56][C:14]=2[NH:13]1. (5) Given the reactants [OH:1][B:2]1[C:6]2[CH:7]=[C:8]([NH:11][S:12]([C:15]3[S:19][C:18]([NH:20]C(=O)C)=[N:17][CH:16]=3)(=[O:14])=[O:13])[CH:9]=[CH:10][C:5]=2[CH2:4][O:3]1.Cl, predict the reaction product. The product is: [OH:1][B:2]1[C:6]2[CH:7]=[C:8]([NH:11][S:12]([C:15]3[S:19][C:18]([NH2:20])=[N:17][CH:16]=3)(=[O:14])=[O:13])[CH:9]=[CH:10][C:5]=2[CH2:4][O:3]1. (6) Given the reactants Br[C:2]1[CH:3]=[CH:4][C:5]2[C:6]3[CH2:16][N:15]([C:17]([O:19][C:20]([CH3:23])([CH3:22])[CH3:21])=[O:18])[CH2:14][CH2:13][CH2:12][C:7]=3[N:8]([CH3:11])[C:9]=2[CH:10]=1.[Cl:24][C:25]1[CH:39]=[C:38]([Cl:40])[CH:37]=[CH:36][C:26]=1[CH2:27][O:28][C:29]1[CH:34]=[CH:33][NH:32][C:31](=[O:35])[CH:30]=1, predict the reaction product. The product is: [Cl:24][C:25]1[CH:39]=[C:38]([Cl:40])[CH:37]=[CH:36][C:26]=1[CH2:27][O:28][C:29]1[CH:34]=[CH:33][N:32]([C:2]2[CH:3]=[CH:4][C:5]3[C:6]4[CH2:16][N:15]([C:17]([O:19][C:20]([CH3:23])([CH3:22])[CH3:21])=[O:18])[CH2:14][CH2:13][CH2:12][C:7]=4[N:8]([CH3:11])[C:9]=3[CH:10]=2)[C:31](=[O:35])[CH:30]=1.